From a dataset of Full USPTO retrosynthesis dataset with 1.9M reactions from patents (1976-2016). Predict the reactants needed to synthesize the given product. The reactants are: Br[CH2:2][C:3]([NH:5][C:6]1[C:14]2[C:9](=[C:10]([C:16]3[C:17]([C@@H:28]([NH:38][C:39](=[O:55])[CH2:40][N:41]4[C:45]5[C:46]([F:51])([F:50])[C@@H:47]6[CH2:49][C@@H:48]6[C:44]=5[C:43]([CH:52]([F:54])[F:53])=[N:42]4)[CH2:29][C:30]4[CH:35]=[C:34]([F:36])[CH:33]=[C:32]([F:37])[CH:31]=4)=[N:18][C:19]([C:22]#[C:23][C:24]([OH:27])([CH3:26])[CH3:25])=[CH:20][CH:21]=3)[CH:11]=[CH:12][C:13]=2[Cl:15])[N:8]([CH3:56])[N:7]=1)=[O:4].[CH3:57][NH:58][CH3:59].C(O)(C(F)(F)F)=O. Given the product [Cl:15][C:13]1[CH:12]=[CH:11][C:10]([C:16]2[C:17]([C@@H:28]([NH:38][C:39](=[O:55])[CH2:40][N:41]3[C:45]4[C:46]([F:51])([F:50])[C@@H:47]5[CH2:49][C@@H:48]5[C:44]=4[C:43]([CH:52]([F:54])[F:53])=[N:42]3)[CH2:29][C:30]3[CH:35]=[C:34]([F:36])[CH:33]=[C:32]([F:37])[CH:31]=3)=[N:18][C:19]([C:22]#[C:23][C:24]([OH:27])([CH3:26])[CH3:25])=[CH:20][CH:21]=2)=[C:9]2[C:14]=1[C:6]([NH:5][C:3](=[O:4])[CH2:2][N:58]([CH3:59])[CH3:57])=[N:7][N:8]2[CH3:56], predict the reactants needed to synthesize it.